Dataset: Catalyst prediction with 721,799 reactions and 888 catalyst types from USPTO. Task: Predict which catalyst facilitates the given reaction. (1) Reactant: [C:1](Cl)(=[O:4])[CH2:2][CH3:3].[Cl-].[Al+3].[Cl-].[Cl-].[C:10]1([CH:16]([CH3:18])[CH3:17])[CH:15]=[CH:14][CH:13]=[CH:12][CH:11]=1. Product: [CH:16]([C:10]1[CH:15]=[CH:14][C:13]([C:1](=[O:4])[CH2:2][CH3:3])=[CH:12][CH:11]=1)([CH3:18])[CH3:17]. The catalyst class is: 534. (2) Reactant: [C:1]([OH:10])(=[O:9])[C:2]1[C:3](=[CH:5][CH:6]=[CH:7][CH:8]=1)[NH2:4].[Cl:11][C:12]1[CH:13]=[C:14]([N:18]=[C:19]=O)[CH:15]=[CH:16][CH:17]=1.O1[C:26]2[CH:27]=[CH:28][CH:29]=[CH:30][C:25]=2[CH2:24][C:23](=O)N1.NC(N)=O. Product: [Cl:11][C:12]1[CH:13]=[C:14]([NH:18][C:19]2[O:9][C:1](=[O:10])[C:2]3[CH:8]=[C:7]([CH2:23][CH2:24][CH2:25][CH2:26][CH2:27][CH2:28][CH2:29][CH3:30])[CH:6]=[CH:5][C:3]=3[N:4]=2)[CH:15]=[CH:16][CH:17]=1. The catalyst class is: 1. (3) Reactant: [CH3:1][C:2]1[N:3]=[C:4]([C@H:7]2[CH2:11][CH2:10][CH2:9][NH:8]2)[S:5][CH:6]=1.[OH:12][CH2:13][C:14]1[CH:15]=[C:16]([CH:20]=[C:21]([C:23]([O:25][CH3:26])=[O:24])[CH:22]=1)[C:17](O)=[O:18].C1C=CC2N(O)N=NC=2C=1.CCN=C=NCCCN(C)C. Product: [OH:18][CH2:17][C:16]1[CH:20]=[C:21]([CH:22]=[C:14]([C:13]([N:8]2[CH2:9][CH2:10][CH2:11][C@@H:7]2[C:4]2[S:5][CH:6]=[C:2]([CH3:1])[N:3]=2)=[O:12])[CH:15]=1)[C:23]([O:25][CH3:26])=[O:24]. The catalyst class is: 366.